From a dataset of NCI-60 drug combinations with 297,098 pairs across 59 cell lines. Regression. Given two drug SMILES strings and cell line genomic features, predict the synergy score measuring deviation from expected non-interaction effect. (1) Drug 1: C1CN1C2=NC(=NC(=N2)N3CC3)N4CC4. Drug 2: C1CNP(=O)(OC1)N(CCCl)CCCl. Cell line: HCT116. Synergy scores: CSS=48.9, Synergy_ZIP=-3.30, Synergy_Bliss=-11.0, Synergy_Loewe=-56.1, Synergy_HSA=-10.5. (2) Drug 1: CS(=O)(=O)OCCCCOS(=O)(=O)C. Drug 2: C1CN(P(=O)(OC1)NCCCl)CCCl. Cell line: HCT-15. Synergy scores: CSS=-1.23, Synergy_ZIP=5.96, Synergy_Bliss=4.16, Synergy_Loewe=-4.29, Synergy_HSA=-3.02.